Dataset: Catalyst prediction with 721,799 reactions and 888 catalyst types from USPTO. Task: Predict which catalyst facilitates the given reaction. (1) Reactant: Cl[CH2:2][CH:3]([N:5]1[CH2:10][CH2:9][CH:8]([NH:11][C:12](=[O:22])[CH2:13][C:14]2[CH:19]=[CH:18][C:17]([C:20]#[N:21])=[CH:16][CH:15]=2)[CH2:7][CH2:6]1)[CH3:4].[C:23]1([NH:29][C:30]2[CH:35]=[CH:34][CH:33]=[CH:32][CH:31]=2)[CH:28]=[CH:27][CH:26]=[CH:25][CH:24]=1.[I-].[Na+].CCN(C(C)C)C(C)C. Product: [C:20]([C:17]1[CH:18]=[CH:19][C:14]([CH2:13][C:12]([NH:11][CH:8]2[CH2:9][CH2:10][N:5]([CH:3]([CH3:4])[CH2:2][N:29]([C:30]3[CH:31]=[CH:32][CH:33]=[CH:34][CH:35]=3)[C:23]3[CH:28]=[CH:27][CH:26]=[CH:25][CH:24]=3)[CH2:6][CH2:7]2)=[O:22])=[CH:15][CH:16]=1)#[N:21]. The catalyst class is: 10. (2) Reactant: [CH:1]([C:3]1[CH:12]=[CH:11][C:6]([C:7]([O:9][CH3:10])=[O:8])=[CH:5][CH:4]=1)=O.[CH2:13]([OH:16])[CH2:14][OH:15].C(OCC)(OCC)OCC. Product: [O:15]1[CH2:14][CH2:13][O:16][CH:1]1[C:3]1[CH:12]=[CH:11][C:6]([C:7]([O:9][CH3:10])=[O:8])=[CH:5][CH:4]=1. The catalyst class is: 250. (3) Reactant: F[C:2]1[CH:7]=[CH:6][C:5]([N+:8]([O-:10])=[O:9])=[CH:4][CH:3]=1.CN1CCCC1.[NH2:17][CH2:18][CH2:19][CH2:20][N:21]1[CH2:26][CH2:25][N:24]([CH3:27])[CH2:23][CH2:22]1.C([O-])([O-])=O.[K+].[K+]. Product: [CH3:27][N:24]1[CH2:25][CH2:26][N:21]([CH2:20][CH2:19][CH2:18][NH:17][C:2]2[CH:7]=[CH:6][C:5]([N+:8]([O-:10])=[O:9])=[CH:4][CH:3]=2)[CH2:22][CH2:23]1. The catalyst class is: 6. (4) Reactant: [O:1]1[CH2:3][C@H:2]1[CH2:4]OS(C1C=CC=C([N+]([O-])=O)C=1)(=O)=O.[OH:18][C:19]1[CH:28]=[CH:27][CH:26]=[CH:25][C:20]=1[C:21]([NH:23][CH3:24])=[O:22].C(=O)([O-])[O-].[Cs+].[Cs+]. Product: [CH3:24][NH:23][C:21](=[O:22])[C:20]1[CH:25]=[CH:26][CH:27]=[CH:28][C:19]=1[O:18][CH2:4][C@@H:2]1[CH2:3][O:1]1. The catalyst class is: 9. (5) Reactant: [C:1]([O:5][C:6]([C:8]1[C:9]([C:14]2[CH:19]=[CH:18][C:17]([CH2:20][N:21]3[C:25]([CH:26]=[N:27][OH:28])=[C:24]([CH:29]=[CH2:30])[N:23]=[C:22]3[O:31][CH2:32][CH3:33])=[C:16]([F:34])[CH:15]=2)=[CH:10][CH:11]=[CH:12][CH:13]=1)=[O:7])([CH3:4])([CH3:3])[CH3:2]. Product: [C:1]([O:5][C:6]([C:8]1[C:9]([C:14]2[CH:19]=[CH:18][C:17]([CH2:20][N:21]3[C:25]([CH:26]=[N:27][OH:28])=[C:24]([CH2:29][CH3:30])[N:23]=[C:22]3[O:31][CH2:32][CH3:33])=[C:16]([F:34])[CH:15]=2)=[CH:10][CH:11]=[CH:12][CH:13]=1)=[O:7])([CH3:2])([CH3:4])[CH3:3]. The catalyst class is: 50. (6) Reactant: [CH3:1][C:2]([CH3:29])([CH3:28])[CH2:3][N:4]1[C:8]2[N:9]=[C:10]([C:13]#[N:14])[N:11]=[CH:12][C:7]=2[CH:6]=[C:5]1[CH2:15][N:16]1[NH:25][C:24](=[O:26])[C:23]2[C:18](=[CH:19][CH:20]=[CH:21][CH:22]=2)[C:17]1=[O:27].[C:30]([O-])([O-])=O.[K+].[K+]. Product: [CH3:1][C:2]([CH3:29])([CH3:28])[CH2:3][N:4]1[C:8]2[N:9]=[C:10]([C:13]#[N:14])[N:11]=[CH:12][C:7]=2[CH:6]=[C:5]1[CH2:15][N:16]1[N:25]([CH3:30])[C:24](=[O:26])[C:23]2[C:18](=[CH:19][CH:20]=[CH:21][CH:22]=2)[C:17]1=[O:27]. The catalyst class is: 3. (7) Product: [CH3:14][CH:9]1[O:10][CH:11]([CH3:13])[CH2:12][N:7]([CH2:6][C:5]2[CH:15]=[CH:16][C:2]([C:20]3[CH:21]=[CH:22][CH:23]=[CH:24][C:19]=3[C:18]([F:29])([F:28])[F:17])=[CH:3][CH:4]=2)[CH2:8]1. Reactant: Br[C:2]1[CH:16]=[CH:15][C:5]([CH2:6][N:7]2[CH2:12][CH:11]([CH3:13])[O:10][CH:9]([CH3:14])[CH2:8]2)=[CH:4][CH:3]=1.[F:17][C:18]([F:29])([F:28])[C:19]1[CH:24]=[CH:23][CH:22]=[CH:21][C:20]=1B(O)O.C(=O)([O-])[O-].[Na+].[Na+].C1(C)C=CC=CC=1. The catalyst class is: 461. (8) Reactant: [C:1]([C:3]1[CH:4]=[C:5]2[C:10](=[CH:11][C:12]=1F)[O:9][CH2:8][CH2:7][CH:6]2[C:14]([O:16][CH3:17])=[O:15])#[N:2].[OH:18][C:19]1[CH:27]=[CH:26][C:22]([C:23]([NH2:25])=[O:24])=[CH:21][CH:20]=1.C(=O)([O-])[O-].[K+].[K+]. Product: [C:23]([C:22]1[CH:26]=[CH:27][C:19]([O:18][C:12]2[CH:11]=[C:10]3[C:5]([CH:6]([C:14]([O:16][CH3:17])=[O:15])[CH2:7][CH2:8][O:9]3)=[CH:4][C:3]=2[C:1]#[N:2])=[CH:20][CH:21]=1)(=[O:24])[NH2:25]. The catalyst class is: 37. (9) Reactant: [OH:1][C:2]1[CH:7]=[CH:6][C:5]([C:8]2[N:16]([CH2:17][O:18][CH2:19][CH2:20][Si:21]([CH3:24])([CH3:23])[CH3:22])[C:15]3[C:14](=[O:25])[N:13]([CH2:26][CH2:27][CH3:28])[CH:12]=[N:11][C:10]=3[N:9]=2)=[CH:4][CH:3]=1.C(=O)([O-])[O-].[K+].[K+].Br[CH2:36][C:37]#[C:38][C:39]1[CH:44]=[CH:43][C:42]([F:45])=[CH:41][CH:40]=1. Product: [F:45][C:42]1[CH:43]=[CH:44][C:39]([C:38]#[C:37][CH2:36][O:1][C:2]2[CH:3]=[CH:4][C:5]([C:8]3[N:16]([CH2:17][O:18][CH2:19][CH2:20][Si:21]([CH3:23])([CH3:22])[CH3:24])[C:15]4[C:14](=[O:25])[N:13]([CH2:26][CH2:27][CH3:28])[CH:12]=[N:11][C:10]=4[N:9]=3)=[CH:6][CH:7]=2)=[CH:40][CH:41]=1. The catalyst class is: 21. (10) Reactant: CCN(C(C)C)C(C)C.[OH:10][C:11]1[CH:12]=[CH:13][CH:14]=[C:15]2[C:20]=1[O:19][C:18](=[O:21])[C:17]([C:22]([OH:24])=O)=[CH:16]2.CN(C(ON1N=NC2C=CC=NC1=2)=[N+](C)C)C.F[P-](F)(F)(F)(F)F.[NH:49]1[C:57]2[C:52](=[CH:53][C:54]([C:58]3[CH:59]=[C:60]([NH2:64])[CH:61]=[CH:62][CH:63]=3)=[CH:55][CH:56]=2)[CH:51]=[CH:50]1. Product: [NH:49]1[C:57]2[C:52](=[CH:53][C:54]([C:58]3[CH:59]=[C:60]([NH:64][C:22]([C:17]4[C:18](=[O:21])[O:19][C:20]5[C:15]([CH:16]=4)=[CH:14][CH:13]=[CH:12][C:11]=5[OH:10])=[O:24])[CH:61]=[CH:62][CH:63]=3)=[CH:55][CH:56]=2)[CH:51]=[CH:50]1. The catalyst class is: 3.